Dataset: Reaction yield outcomes from USPTO patents with 853,638 reactions. Task: Predict the reaction yield, written as a fraction of the theoretical maximum amount of product (1.0 means a 100% yield; for example, 0.34 means a 34% yield). The reactants are [CH3:1][C:2]1[S:26][C:5]2=[N:6][C:7]([CH3:25])=[C:8]([CH:17]([CH2:22][CH2:23][CH3:24])[C:18]([O:20]C)=[O:19])[C:9]([C:10]3[CH:15]=[CH:14][C:13]([CH3:16])=[CH:12][CH:11]=3)=[C:4]2[CH:3]=1.[OH-].[Na+]. The catalyst is CO.C(O)C. The product is [CH3:1][C:2]1[S:26][C:5]2=[N:6][C:7]([CH3:25])=[C:8]([CH:17]([CH2:22][CH2:23][CH3:24])[C:18]([OH:20])=[O:19])[C:9]([C:10]3[CH:11]=[CH:12][C:13]([CH3:16])=[CH:14][CH:15]=3)=[C:4]2[CH:3]=1. The yield is 0.820.